This data is from Forward reaction prediction with 1.9M reactions from USPTO patents (1976-2016). The task is: Predict the product of the given reaction. (1) Given the reactants [Cl:1][C:2]1[N:3]=[C:4]2[CH:9]=[CH:8][C:7]([CH2:10][CH2:11][CH3:12])=[N:6][N:5]2[C:13]=1[S:14]([NH2:17])(=[O:16])=[O:15].[CH3:18][O:19][C:20]1[CH:25]=[C:24]([O:26][CH3:27])[N:23]=[C:22]([NH:28][C:29](=O)[O:30]C2C=CC=CC=2)[N:21]=1.C1CCN2C(=NCCC2)CC1.Cl, predict the reaction product. The product is: [Cl:1][C:2]1[N:3]=[C:4]2[CH:9]=[CH:8][C:7]([CH2:10][CH2:11][CH3:12])=[N:6][N:5]2[C:13]=1[S:14]([NH:17][C:29]([NH:28][C:22]1[N:21]=[C:20]([O:19][CH3:18])[CH:25]=[C:24]([O:26][CH3:27])[N:23]=1)=[O:30])(=[O:15])=[O:16]. (2) Given the reactants Br[C:2]1[CH:7]=[CH:6][C:5]([C:8]2[CH:13]=[CH:12][C:11]([N:14]3[CH2:18][CH2:17][C@@H:16]4[CH2:19][N:20]([CH3:22])[CH2:21][C@H:15]34)=[CH:10][CH:9]=2)=[CH:4][CH:3]=1.[N:23]1[NH:24][C:25](=[O:29])[CH:26]=[CH:27][CH:28]=1.C(=O)([O-])[O-].[K+].[K+], predict the reaction product. The product is: [CH3:22][N:20]1[CH2:19][C@@H:16]2[C@@H:15]([NH:14][CH2:18][CH2:17]2)[CH2:21]1.[C:5]1([C:8]2[CH:9]=[CH:10][CH:11]=[CH:12][CH:13]=2)[CH:6]=[CH:7][C:2]([N:23]2[CH:28]=[CH:27][CH2:26][C:25](=[O:29])[NH:24]2)=[CH:3][CH:4]=1. (3) Given the reactants [CH3:1][C:2]1[CH:15]=[C:14]([C:16]2([C:30]([F:33])([F:32])[F:31])[O:20][N:19]=[C:18]([C:21]3[CH:26]=[CH:25][C:24]([S:27]([CH3:29])=[O:28])=[CH:23][CH:22]=3)[CH2:17]2)[CH:13]=[CH:12][C:3]=1[NH:4]C(=O)OC(C)(C)C.FC(F)(F)C(O)=O, predict the reaction product. The product is: [CH3:1][C:2]1[CH:15]=[C:14]([C:16]2([C:30]([F:33])([F:31])[F:32])[O:20][N:19]=[C:18]([C:21]3[CH:26]=[CH:25][C:24]([S:27]([CH3:29])=[O:28])=[CH:23][CH:22]=3)[CH2:17]2)[CH:13]=[CH:12][C:3]=1[NH2:4]. (4) The product is: [ClH:24].[CH2:20]([N:5]([CH2:1][CH2:2][CH2:3][CH3:4])[CH2:6][CH2:7][CH2:8][O:9][C:10]1[CH:19]=[CH:18][C:13]([C:14]([OH:16])=[O:15])=[CH:12][CH:11]=1)[CH2:21][CH2:22][CH3:23]. Given the reactants [CH2:1]([N:5]([CH2:20][CH2:21][CH2:22][CH3:23])[CH2:6][CH2:7][CH2:8][O:9][C:10]1[CH:19]=[CH:18][C:13]([C:14]([O:16]C)=[O:15])=[CH:12][CH:11]=1)[CH2:2][CH2:3][CH3:4].[ClH:24], predict the reaction product. (5) The product is: [C:1]([O:5][C:6](=[O:19])[N:7]([C:8]1[CH:9]=[N:10][CH:11]=[CH:12][C:13]=1[C:22]1[CH:23]=[CH:24][CH:25]=[CH:26][C:21]=1[Cl:20])[CH2:15][CH:16]1[CH2:18][CH2:17]1)([CH3:4])([CH3:3])[CH3:2]. Given the reactants [C:1]([O:5][C:6](=[O:19])[N:7]([CH2:15][CH:16]1[CH2:18][CH2:17]1)[C:8]1[CH:9]=[N:10][CH:11]=[CH:12][C:13]=1I)([CH3:4])([CH3:3])[CH3:2].[Cl:20][C:21]1[CH:26]=[CH:25][CH:24]=[CH:23][C:22]=1B(O)O, predict the reaction product. (6) Given the reactants [OH:1][CH2:2][CH2:3][C:4]1[CH:9]=[CH:8][C:7]([OH:10])=[CH:6][CH:5]=1.[Br:11][CH2:12][CH2:13]Br.C(=O)([O-])[O-].[K+].[K+], predict the reaction product. The product is: [Br:11][CH2:12][CH2:13][O:10][C:7]1[CH:8]=[CH:9][C:4]([CH2:3][CH2:2][OH:1])=[CH:5][CH:6]=1. (7) Given the reactants [CH3:1][O:2][C:3]1[C:8]([NH:9][C:10]([C:12]2[N:13]=[C:14]([O:17][C:18]3[CH:19]=[C:20]4[C:24](=[CH:25][C:26]=3[O:27][CH3:28])[CH2:23][CH2:22][C:21]4([CH3:30])[CH3:29])[S:15][CH:16]=2)=[O:11])=[C:7]([O:31][CH3:32])[N:6]=[C:5]([NH:33][CH2:34][CH2:35][N:36]([CH:44]([CH3:46])[CH3:45])C(=O)OC(C)(C)C)[N:4]=1, predict the reaction product. The product is: [CH:44]([NH:36][CH2:35][CH2:34][NH:33][C:5]1[N:4]=[C:3]([O:2][CH3:1])[C:8]([NH:9][C:10]([C:12]2[N:13]=[C:14]([O:17][C:18]3[CH:19]=[C:20]4[C:24](=[CH:25][C:26]=3[O:27][CH3:28])[CH2:23][CH2:22][C:21]4([CH3:30])[CH3:29])[S:15][CH:16]=2)=[O:11])=[C:7]([O:31][CH3:32])[N:6]=1)([CH3:46])[CH3:45].